From a dataset of Full USPTO retrosynthesis dataset with 1.9M reactions from patents (1976-2016). Predict the reactants needed to synthesize the given product. (1) Given the product [C:4]([C:3]1[C:6]([F:14])=[C:7]([F:13])[C:8]([C:11]#[N:12])=[C:9]([F:10])[C:2]=1[N:18]1[CH2:17][CH2:16][N:15]([C:21]([O:23][C:24]([CH3:27])([CH3:26])[CH3:25])=[O:22])[CH2:20][CH2:19]1)#[N:5], predict the reactants needed to synthesize it. The reactants are: F[C:2]1[C:9]([F:10])=[C:8]([C:11]#[N:12])[C:7]([F:13])=[C:6]([F:14])[C:3]=1[C:4]#[N:5].[N:15]1([C:21]([O:23][C:24]([CH3:27])([CH3:26])[CH3:25])=[O:22])[CH2:20][CH2:19][NH:18][CH2:17][CH2:16]1.C(N(CC)CC)C. (2) Given the product [O:9]=[C:6]1[C:5]2[CH:10]=[CH:11][C:2]([CH2:18][C:17]([O:16][C:12]([CH3:15])([CH3:14])[CH3:13])=[O:21])=[CH:3][C:4]=2[CH2:8][O:7]1, predict the reactants needed to synthesize it. The reactants are: Br[C:2]1[CH:11]=[CH:10][C:5]2[C:6](=[O:9])[O:7][CH2:8][C:4]=2[CH:3]=1.[C:12]([O:16][C:17](=[O:21])[CH2:18][Zn]Cl)([CH3:15])([CH3:14])[CH3:13]. (3) Given the product [F:22][C:23]([F:28])([F:27])[C:24]([OH:26])=[O:25].[Br:21][C:18]1[CH:19]=[CH:20][C:15]([O:14][CH:11]2[CH2:12][CH2:13][NH:8][CH2:9][CH2:10]2)=[N:16][CH:17]=1, predict the reactants needed to synthesize it. The reactants are: C(OC([N:8]1[CH2:13][CH2:12][CH:11]([O:14][C:15]2[CH:20]=[CH:19][C:18]([Br:21])=[CH:17][N:16]=2)[CH2:10][CH2:9]1)=O)(C)(C)C.[F:22][C:23]([F:28])([F:27])[C:24]([OH:26])=[O:25]. (4) Given the product [OH:24][C:21]1[CH:20]=[CH:19][C:18]([CH:17]2[C:16]([C:36]([F:39])([F:37])[F:38])([OH:31])[C:15]3[C:10](=[CH:11][CH:12]=[C:13]([OH:40])[CH:14]=3)[O:9][CH:8]2[C:5]2[CH:4]=[CH:3][C:2]([I:1])=[CH:7][CH:6]=2)=[CH:23][CH:22]=1, predict the reactants needed to synthesize it. The reactants are: [I:1][C:2]1[CH:7]=[CH:6][C:5]([CH:8]2[CH:17]([C:18]3[CH:23]=[CH:22][C:21]([O:24]C4CCCCO4)=[CH:20][CH:19]=3)[C:16]([C:36]([F:39])([F:38])[F:37])([O:31][Si](C)(C)C)[C:15]3[C:10](=[CH:11][CH:12]=[C:13]([O:40]C4CCCCO4)[CH:14]=3)[O:9]2)=[CH:4][CH:3]=1. (5) Given the product [CH3:41][C:36]1[CH:35]=[C:34]([C:30]2[CH:29]=[C:28]([C:26]3[CH2:25][C:24](=[O:42])[NH:23][C:9]4[CH:10]=[C:11]([C:19]([F:21])([F:22])[F:20])[C:12]([N:14]([CH3:18])[CH2:15][CH2:16][CH3:17])=[CH:13][C:8]=4[N:7]=3)[CH:33]=[CH:32][CH:31]=2)[CH:39]=[C:38]([CH3:40])[N:37]=1, predict the reactants needed to synthesize it. The reactants are: C(OC(=O)[NH:7][C:8]1[CH:13]=[C:12]([N:14]([CH3:18])[CH2:15][CH2:16][CH3:17])[C:11]([C:19]([F:22])([F:21])[F:20])=[CH:10][C:9]=1[NH:23][C:24](=[O:42])[CH2:25][C:26]([C:28]1[CH:33]=[CH:32][CH:31]=[C:30]([C:34]2[CH:39]=[C:38]([CH3:40])[N:37]=[C:36]([CH3:41])[CH:35]=2)[CH:29]=1)=O)(C)(C)C.C(O)(C(F)(F)F)=O.